From a dataset of Full USPTO retrosynthesis dataset with 1.9M reactions from patents (1976-2016). Predict the reactants needed to synthesize the given product. (1) Given the product [CH3:1][C:2]1[C:10]2[O:9][CH2:8][CH2:7][C:6]=2[CH:5]=[CH:4][CH:3]=1, predict the reactants needed to synthesize it. The reactants are: [CH3:1][C:2]1[C:10]2[O:9][CH2:8][CH:7](O)[C:6]=2[CH:5]=[CH:4][CH:3]=1.C(OC(=O)C)(=O)C. (2) The reactants are: [Cl:1][C:2]1[C:3]([N:15]2[CH2:20][CH2:19][N:18](C(OC(C)(C)C)=O)[CH2:17][CH2:16]2)=[N:4][CH:5]=[C:6]([C:8]2[N:9]=[N:10][N:11]([CH2:13][CH3:14])[N:12]=2)[CH:7]=1.C(Cl)[Cl:29].Cl. Given the product [ClH:1].[ClH:29].[Cl:1][C:2]1[C:3]([N:15]2[CH2:20][CH2:19][NH:18][CH2:17][CH2:16]2)=[N:4][CH:5]=[C:6]([C:8]2[N:9]=[N:10][N:11]([CH2:13][CH3:14])[N:12]=2)[CH:7]=1, predict the reactants needed to synthesize it. (3) The reactants are: [C:1]([O:5][C:6]([N:8]1[CH2:13][CH2:12][C:11]([CH:17]([C:19]2[N:20]([S:29]([C:32]3[CH:37]=[CH:36][CH:35]=[CH:34][CH:33]=3)(=[O:31])=[O:30])[C:21]3[C:26]([CH:27]=2)=[CH:25][C:24]([F:28])=[CH:23][CH:22]=3)[OH:18])([CH2:14][CH2:15][CH3:16])[CH2:10][CH2:9]1)=[O:7])([CH3:4])([CH3:3])[CH3:2].CC(OI1(OC(C)=O)(OC(C)=O)OC(=O)C2C=CC=CC1=2)=O. Given the product [C:1]([O:5][C:6]([N:8]1[CH2:9][CH2:10][C:11]([C:17]([C:19]2[N:20]([S:29]([C:32]3[CH:33]=[CH:34][CH:35]=[CH:36][CH:37]=3)(=[O:31])=[O:30])[C:21]3[C:26]([CH:27]=2)=[CH:25][C:24]([F:28])=[CH:23][CH:22]=3)=[O:18])([CH2:14][CH2:15][CH3:16])[CH2:12][CH2:13]1)=[O:7])([CH3:2])([CH3:3])[CH3:4], predict the reactants needed to synthesize it. (4) Given the product [CH:12]([O:15][C:16]1[CH:24]=[CH:23][C:19]([C:20]([NH2:22])=[O:21])=[CH:18][C:17]=1[NH:25][C:26]([NH:11][C:6]1[CH:7]=[CH:8][CH:9]=[C:10]2[C:5]=1[CH:4]=[N:3][N:2]2[CH3:1])=[S:27])([CH3:14])[CH3:13], predict the reactants needed to synthesize it. The reactants are: [CH3:1][N:2]1[C:10]2[C:5](=[C:6]([NH2:11])[CH:7]=[CH:8][CH:9]=2)[CH:4]=[N:3]1.[CH:12]([O:15][C:16]1[CH:24]=[CH:23][C:19]([C:20]([NH2:22])=[O:21])=[CH:18][C:17]=1[N:25]=[C:26]=[S:27])([CH3:14])[CH3:13].ClC1NC2C=CC=C(NC(=S)NC3C=C(C=CC=3OC(C)C)C(N)=O)C=2N=1. (5) Given the product [CH3:27][C:24]1[S:25][CH:26]=[C:22]([NH:21][C:4]([C:6]2[C:11]([NH:12][C:13]3[CH:14]=[N:15][CH:16]=[C:17]([CH3:19])[CH:18]=3)=[CH:10][CH:9]=[C:8]([CH3:20])[N:7]=2)=[O:5])[N:23]=1, predict the reactants needed to synthesize it. The reactants are: C(O[C:4]([C:6]1[C:11]([NH:12][C:13]2[CH:14]=[N:15][CH:16]=[C:17]([CH3:19])[CH:18]=2)=[CH:10][CH:9]=[C:8]([CH3:20])[N:7]=1)=[O:5])C.[NH2:21][C:22]1[N:23]=[C:24]([CH3:27])[S:25][CH:26]=1.